Dataset: Full USPTO retrosynthesis dataset with 1.9M reactions from patents (1976-2016). Task: Predict the reactants needed to synthesize the given product. (1) Given the product [F:51][C:16]([F:50])([F:15])[C:17]1[CH:22]=[CH:21][C:20](/[CH:23]=[CH:24]/[C:25]2[O:26][CH:27]=[C:28]([CH2:30][O:31][C:32]3[CH:37]=[CH:36][C:35]([CH2:38][CH2:39][CH2:40][CH2:41][N:42]4[CH:46]=[CH:45][N:44]=[C:43]4[CH2:47][CH2:48][NH:49][C:8](=[O:10])[CH3:9])=[CH:34][CH:33]=3)[N:29]=2)=[CH:19][CH:18]=1, predict the reactants needed to synthesize it. The reactants are: C(N(CC)CC)C.[C:8](OC(=O)C)(=[O:10])[CH3:9].[F:15][C:16]([F:51])([F:50])[C:17]1[CH:22]=[CH:21][C:20](/[CH:23]=[CH:24]/[C:25]2[O:26][CH:27]=[C:28]([CH2:30][O:31][C:32]3[CH:37]=[CH:36][C:35]([CH2:38][CH2:39][CH2:40][CH2:41][N:42]4[CH:46]=[CH:45][N:44]=[C:43]4[CH2:47][CH2:48][NH2:49])=[CH:34][CH:33]=3)[N:29]=2)=[CH:19][CH:18]=1.O. (2) Given the product [CH2:17]([N:3]1[C:8]2[CH:9]=[CH:10][CH:11]=[CH:12][C:7]=2[C:6](=[O:13])[O:5][C:4]1=[O:14])[CH:16]=[CH2:15], predict the reactants needed to synthesize it. The reactants are: [H-].[Na+].[NH:3]1[C:8]2[CH:9]=[CH:10][CH:11]=[CH:12][C:7]=2[C:6](=[O:13])[O:5][C:4]1=[O:14].[CH2:15](I)[CH:16]=[CH2:17].Cl. (3) Given the product [F:37][C:2]([F:1])([F:36])[C:3]1[CH:4]=[C:5]([CH:29]=[C:30]([C:32]([F:33])([F:34])[F:35])[CH:31]=1)[CH2:6][N:7]([C@H:8]1[CH2:14][CH2:13][CH2:12][NH:11][C:10]2[C:15]([CH3:38])=[C:16]3[C:21](=[CH:22][C:9]1=2)[CH2:20][CH2:19][CH2:18][CH2:17]3)[C:23]1[N:24]=[N:25][N:26]([CH3:28])[N:27]=1, predict the reactants needed to synthesize it. The reactants are: [F:1][C:2]([F:37])([F:36])[C:3]1[CH:4]=[C:5]([CH:29]=[C:30]([C:32]([F:35])([F:34])[F:33])[CH:31]=1)[CH2:6][N:7]([C:23]1[N:24]=[N:25][N:26]([CH3:28])[N:27]=1)[C@H:8]1[CH2:14][CH2:13][CH2:12][NH:11][C:10]2[CH:15]=[C:16]3[C:21](=[CH:22][C:9]1=2)[CH2:20][CH2:19][CH2:18][CH2:17]3.[C:38](=O)(O)[O-].[Na+].[F-].[Cs+].CB(O)O. (4) Given the product [OH:43][CH2:42][C:37]1[CH:38]=[CH:39][CH:40]=[CH:41][C:36]=1[NH:35][C:16]([C@@H:9]1[CH2:10][C:11](=[N:13][O:14][CH3:15])[CH2:12][N:8]1[C:6]([C:29]1[CH:28]=[CH:27][C:26]([C:21]2[CH:22]=[CH:23][CH:24]=[CH:25][C:20]=2[CH3:19])=[CH:31][CH:30]=1)=[O:7])=[O:18], predict the reactants needed to synthesize it. The reactants are: C(O[C:6]([N:8]1[CH2:12][C:11](=[N:13][O:14][CH3:15])[CH2:10][C@H:9]1[C:16]([OH:18])=O)=[O:7])(C)(C)C.[CH3:19][C:20]1[CH:25]=[CH:24][CH:23]=[CH:22][C:21]=1[C:26]1[CH:31]=[CH:30][C:29](C(O)=O)=[CH:28][CH:27]=1.[NH2:35][C:36]1[CH:41]=[CH:40][CH:39]=[CH:38][C:37]=1[CH2:42][OH:43].